This data is from Reaction yield outcomes from USPTO patents with 853,638 reactions. The task is: Predict the reaction yield, written as a fraction of the theoretical maximum amount of product (1.0 means a 100% yield; for example, 0.34 means a 34% yield). (1) The reactants are Br[CH2:2][C:3]([C:5]1[CH:10]=[CH:9][C:8]([O:11][CH3:12])=[CH:7][C:6]=1[O:13][CH3:14])=O.[NH2:15][C:16]([NH2:18])=[S:17]. The catalyst is CCO. The product is [CH3:14][O:13][C:6]1[CH:7]=[C:8]([O:11][CH3:12])[CH:9]=[CH:10][C:5]=1[C:3]1[N:15]=[C:16]([NH2:18])[S:17][CH:2]=1. The yield is 0.620. (2) The reactants are [NH2:1][C:2]1[C:11]2[C:6](=[C:7](Br)[CH:8]=[CH:9][CH:10]=2)[N:5]=[N:4][C:3]=1[C:13]([NH:15][CH2:16][CH2:17][CH3:18])=[O:14].[CH3:19][N:20]1[C:24](B2OC(C)(C)C(C)(C)O2)=[CH:23][C:22]([CH3:34])=[N:21]1. No catalyst specified. The product is [NH2:1][C:2]1[C:11]2[C:6](=[C:7]([C:24]3[N:20]([CH3:19])[N:21]=[C:22]([CH3:34])[CH:23]=3)[CH:8]=[CH:9][CH:10]=2)[N:5]=[N:4][C:3]=1[C:13]([NH:15][CH2:16][CH2:17][CH3:18])=[O:14]. The yield is 0.210.